This data is from Forward reaction prediction with 1.9M reactions from USPTO patents (1976-2016). The task is: Predict the product of the given reaction. (1) Given the reactants CC1C2C(=NC(C3C=CC(O)=CC=3)=CC=2CN2CC(C)(C)NCC2(C)C)NN=1.[CH3:29][C:30]1[C:38]2[C:37]([C:39](O)=O)=[CH:36][C:35]([C:42]3[CH:47]=[CH:46][C:45]([O:48]C4CCCCO4)=[CH:44][CH:43]=3)=[N:34][C:33]=2[N:32](C2CCCCO2)[N:31]=1.C([N:68]1[CH2:73][C:72]([CH2:76][CH3:77])([CH2:74][CH3:75])[NH:71][CH2:70][C:69]1([CH3:79])[CH3:78])C1C=CC=CC=1, predict the reaction product. The product is: [CH2:76]([C:72]1([CH2:74][CH3:75])[CH2:73][NH:68][C:69]([CH3:79])([CH3:78])[CH2:70][N:71]1[CH2:39][C:37]1[CH:36]=[C:35]([C:42]2[CH:43]=[CH:44][C:45]([OH:48])=[CH:46][CH:47]=2)[N:34]=[C:33]2[NH:32][N:31]=[C:30]([CH3:29])[C:38]=12)[CH3:77]. (2) Given the reactants [Cl:1][C:2]1[C:11]([C:12]2[CH:17]=[CH:16][CH:15]=[CH:14][CH:13]=2)=[C:10]([Cl:18])[C:9]2[C:4](=[C:5]([CH3:27])[CH:6]=[C:7]([CH:19]([C:21]3[N:25]([CH3:26])[CH:24]=[N:23][CH:22]=3)[OH:20])[CH:8]=2)[N:3]=1, predict the reaction product. The product is: [Cl:1][C:2]1[C:11]([C:12]2[CH:13]=[CH:14][CH:15]=[CH:16][CH:17]=2)=[C:10]([Cl:18])[C:9]2[C:4](=[C:5]([CH3:27])[CH:6]=[C:7]([C:19]([C:21]3[N:25]([CH3:26])[CH:24]=[N:23][CH:22]=3)=[O:20])[CH:8]=2)[N:3]=1. (3) The product is: [OH:32][C:26]1[C:27]([CH2:29][NH:30][CH3:31])=[CH:28][C:23]([C:21]2[CH:22]=[C:17]([C:9]3[NH:8][C:16]4[C:11]([CH:10]=3)=[CH:12][CH:13]=[CH:14][CH:15]=4)[C:18](=[O:43])[NH:19][N:20]=2)=[CH:24][C:25]=1[O:41][CH3:42]. Given the reactants C(OC([N:8]1[C:16]2[C:11](=[CH:12][CH:13]=[CH:14][CH:15]=2)[CH:10]=[C:9]1[C:17]1[CH:22]=[C:21]([C:23]2[CH:28]=[C:27]([CH2:29][NH:30][CH3:31])[C:26]([O:32]COCC[Si](C)(C)C)=[C:25]([O:41][CH3:42])[CH:24]=2)[N:20]=[N:19][C:18]=1[O:43]C)=O)(C)(C)C.FC(F)(F)C(O)=O, predict the reaction product. (4) The product is: [S:13]1[C:12]2[C:2]3[CH:3]=[N:4][CH:5]=[CH:6][C:7]=3[O:8][CH2:9][CH2:10][C:11]=2[CH:15]=[CH:14]1. Given the reactants I[C:2]1[CH:3]=[N:4][CH:5]=[CH:6][C:7]=1[O:8][CH2:9][CH2:10][C:11]1[CH:15]=[CH:14][S:13][CH:12]=1.C1(P(C2C=CC=CC=2)C2C=CC=CC=2)C=CC=CC=1.C(=O)([O-])[O-].[K+].[K+].CN(C)C=O, predict the reaction product. (5) Given the reactants I[C:2]1[CH:10]=[C:9]([CH2:11][CH2:12][C:13]2[CH:18]=[CH:17][CH:16]=[CH:15][CH:14]=2)[CH:8]=[CH:7][C:3]=1[C:4]([OH:6])=[O:5].[CH2:19]([NH2:27])[CH2:20][C:21]1[CH:26]=[CH:25][CH:24]=[CH:23][CH:22]=1.N1CCC[C@H]1C(O)=O.C(=O)([O-])[O-].[K+].[K+].Cl, predict the reaction product. The product is: [CH2:11]([C:9]1[CH:8]=[CH:7][C:3]([C:4]([OH:6])=[O:5])=[C:2]([NH:27][CH2:19][CH2:20][C:21]2[CH:26]=[CH:25][CH:24]=[CH:23][CH:22]=2)[CH:10]=1)[CH2:12][C:13]1[CH:18]=[CH:17][CH:16]=[CH:15][CH:14]=1. (6) Given the reactants BrC1C2C(=CC=C(F)C=2)C(=O)N(C)C=1.CC1(C)C(C)(C)OB(B2OC(C)(C)C(C)(C)O2)O1.FC1C=C2C(=CC=1)C(=O)N(C)C=C2B1OC(C)(C)C(C)(C)O1.ClC1C(OCC2CC2)=CN=C(S(C)(=O)=O)N=1.[CH:71]1([CH2:74][O:75][C:76]2[C:77]([C:86]3[C:95]4[C:90](=[CH:91][CH:92]=[C:93]([F:96])[CH:94]=4)[C:89](=[O:97])[N:88]([CH3:98])[CH:87]=3)=[N:78][C:79](S(C)(=O)=O)=[N:80][CH:81]=2)[CH2:73][CH2:72]1.[CH2:99]([S:101]([NH2:104])(=[O:103])=[O:102])[CH3:100], predict the reaction product. The product is: [CH:71]1([CH2:74][O:75][C:76]2[C:77]([C:86]3[C:95]4[C:90](=[CH:91][CH:92]=[C:93]([F:96])[CH:94]=4)[C:89](=[O:97])[N:88]([CH3:98])[CH:87]=3)=[N:78][C:79]([NH:104][S:101]([CH2:99][CH3:100])(=[O:103])=[O:102])=[N:80][CH:81]=2)[CH2:72][CH2:73]1.